From a dataset of Reaction yield outcomes from USPTO patents with 853,638 reactions. Predict the reaction yield, written as a fraction of the theoretical maximum amount of product (1.0 means a 100% yield; for example, 0.34 means a 34% yield). The catalyst is CO. The reactants are [F:1][C:2]1[CH:3]=[C:4]([N:18]2[CH2:22][C@H:21]([C:23]([NH2:25])=[O:24])[O:20][C:19]2=[O:26])[CH:5]=[C:6]([F:17])[C:7]=1[C:8]1([CH3:16])[CH2:11][N:10]([C:12]([O:14][CH3:15])=[O:13])[CH2:9]1.[CH3:27]N. The yield is 0.900. The product is [CH3:27][NH:25][C:23]([C@@H:21]1[O:20][C:19](=[O:26])[N:18]([C:4]2[CH:3]=[C:2]([F:1])[C:7]([C:8]3([CH3:16])[CH2:9][N:10]([C:12]([O:14][CH3:15])=[O:13])[CH2:11]3)=[C:6]([F:17])[CH:5]=2)[CH2:22]1)=[O:24].